Dataset: Experimentally validated miRNA-target interactions with 360,000+ pairs, plus equal number of negative samples. Task: Binary Classification. Given a miRNA mature sequence and a target amino acid sequence, predict their likelihood of interaction. The miRNA is hsa-miR-524-5p with sequence CUACAAAGGGAAGCACUUUCUC. The protein sequence of the target gene is MAENPSLENHRIKSFKNKGRDVETMRRHRNEVTVELRKNKRDEHLLKKRNVPQEESLEDSDVDADFKAQNVTLEAILQNATSDNPVVQLSAVQAARKLLSSDRNPPIDDLIKSGILPILVKCLERDDNPSLQFEAAWALTNIASGTSAQTQAVVQSNAVPLFLRLLRSPHQNVCEQAVWALGNIIGDGPQCRDYVISLGVVKPLLSFISPSIPITFLRNVTWVIVNLCRNKDPPPPMETVQEILPALCVLIYHTDINILVDTVWALSYLTDGGNEQIQMVIDSGVVPFLVPLLSHQEVKV.... Result: 1 (interaction).